Task: Predict the product of the given reaction.. Dataset: Forward reaction prediction with 1.9M reactions from USPTO patents (1976-2016) Given the reactants C(Cl)Cl.[CH2:4]([CH:6]([C:9]1[C:10]2[N:11]([C:16]([C:20]3[O:21][CH:22]=[CH:23][C:24]=3[CH3:25])=[C:17]([CH3:19])[N:18]=2)[N:12]=[C:13]([CH3:15])[CH:14]=1)[CH2:7][CH3:8])[CH3:5].C1C(=O)N([Br:33])C(=O)C1, predict the reaction product. The product is: [Br:33][C:22]1[O:21][C:20]([C:16]2[N:11]3[N:12]=[C:13]([CH3:15])[CH:14]=[C:9]([CH:6]([CH2:7][CH3:8])[CH2:4][CH3:5])[C:10]3=[N:18][C:17]=2[CH3:19])=[C:24]([CH3:25])[CH:23]=1.